Dataset: Full USPTO retrosynthesis dataset with 1.9M reactions from patents (1976-2016). Task: Predict the reactants needed to synthesize the given product. The reactants are: [C:1]([O:5][C:6]([NH:8][C:9]1[CH:10]=[C:11]([CH:24]=[CH:25][CH:26]=1)[C:12]([NH:14][O:15][C:16](=O)[CH2:17][CH2:18][C:19]([O:21][CH3:22])=[O:20])=[NH:13])=[O:7])([CH3:4])([CH3:3])[CH3:2]. Given the product [C:1]([O:5][C:6]([NH:8][C:9]1[CH:10]=[C:11]([C:12]2[N:13]=[C:16]([CH2:17][CH2:18][C:19]([O:21][CH3:22])=[O:20])[O:15][N:14]=2)[CH:24]=[CH:25][CH:26]=1)=[O:7])([CH3:4])([CH3:3])[CH3:2], predict the reactants needed to synthesize it.